Dataset: Forward reaction prediction with 1.9M reactions from USPTO patents (1976-2016). Task: Predict the product of the given reaction. (1) Given the reactants [NH2:1][C:2]1[CH:3]=[N:4][N:5]([C:7]2[C:8]([O:23][C:24]3[CH:29]=[CH:28][CH:27]=[CH:26][CH:25]=3)=[C:9]3[C:14](=[CH:15][CH:16]=2)[N:13]([C:17]([CH:19]2[CH2:21][CH2:20]2)=[O:18])[C@@H:12]([CH3:22])[CH2:11][CH2:10]3)[CH:6]=1.Br[CH2:31][CH2:32][NH:33][CH2:34][CH2:35]Br.[I-].[Na+].C(=O)([O-])[O-].[Cs+].[Cs+], predict the reaction product. The product is: [CH:19]1([C:17]([N:13]2[C:14]3[C:9](=[C:8]([O:23][C:24]4[CH:25]=[CH:26][CH:27]=[CH:28][CH:29]=4)[C:7]([N:5]4[CH:6]=[C:2]([N:1]5[CH2:35][CH2:34][NH:33][CH2:32][CH2:31]5)[CH:3]=[N:4]4)=[CH:16][CH:15]=3)[CH2:10][CH2:11][C@@H:12]2[CH3:22])=[O:18])[CH2:20][CH2:21]1. (2) Given the reactants [CH:1]1([C@H:4]([NH:6][C:7]2[C:8]3[N:9]([CH:16]=[C:17]([C:19]4[CH:24]=CC=C(C=C)[CH:20]=4)[CH:18]=3)[N:10]=[CH:11][C:12]=2[C:13]([NH2:15])=O)[CH3:5])[CH2:3][CH2:2]1.C[N+]1([O-])CC[O:31][CH2:30]C1.[CH2:35]1[CH2:39][O:38][CH2:37][CH2:36]1.[OH2:40], predict the reaction product. The product is: [CH:1]1([C@H:4]([NH:6][C:7]2[C:8]3[N:9]([CH:16]=[C:17]([C:19]4[CH:24]=[CH:37][CH:36]=[C:35]([CH:39]([OH:38])[CH2:30][OH:31])[CH:20]=4)[CH:18]=3)[N:10]=[CH:11][C:12]=2[C:13]([NH2:15])=[O:40])[CH3:5])[CH2:3][CH2:2]1. (3) The product is: [Br:1][C:2]1[C:9]2[O:10][CH2:19][CH2:20][O:11][C:8]=2[CH:7]=[C:4]([CH:5]=[O:6])[CH:3]=1. Given the reactants [Br:1][C:2]1[CH:3]=[C:4]([CH:7]=[C:8]([OH:11])[C:9]=1[OH:10])[CH:5]=[O:6].C([O-])([O-])=O.[K+].[K+].Br[CH2:19][CH2:20]Br.O, predict the reaction product. (4) Given the reactants C(OC(=O)[NH:7][C:8]1[CH:9]=[N:10][C:11]([Cl:20])=[CH:12][C:13]=1[C:14]#[C:15][C:16]([CH3:19])([CH3:18])[CH3:17])(C)(C)C.CCCC[N+](CCCC)(CCCC)CCCC.[F-], predict the reaction product. The product is: [C:16]([C:15]1[NH:7][C:8]2=[CH:9][N:10]=[C:11]([Cl:20])[CH:12]=[C:13]2[CH:14]=1)([CH3:19])([CH3:18])[CH3:17]. (5) Given the reactants [H-].[H-].[H-].[H-].[Li+].[Al+3].[Cl:7][C:8]1[CH:9]=[CH:10][C:11]([CH:17]([O:24][CH3:25])[C:18]2[CH:23]=[CH:22][CH:21]=[CH:20][CH:19]=2)=[C:12]([CH:16]=1)[C:13]([NH2:15])=O, predict the reaction product. The product is: [ClH:7].[Cl:7][C:8]1[CH:9]=[CH:10][C:11]([CH:17]([O:24][CH3:25])[C:18]2[CH:19]=[CH:20][CH:21]=[CH:22][CH:23]=2)=[C:12]([CH:16]=1)[CH2:13][NH2:15].